This data is from Forward reaction prediction with 1.9M reactions from USPTO patents (1976-2016). The task is: Predict the product of the given reaction. (1) Given the reactants C[O:2][C:3]1[CH:4]=[C:5]([CH:11]=[C:12]([C:14]2[CH:19]=[CH:18][CH:17]=[CH:16][CH:15]=2)[CH3:13])[CH:6]=[C:7]([O:9]C)[CH:8]=1.B(Br)(Br)Br, predict the reaction product. The product is: [CH3:13][C:12]([C:14]1[CH:19]=[CH:18][CH:17]=[CH:16][CH:15]=1)=[CH:11][C:5]1[CH:6]=[C:7]([OH:9])[CH:8]=[C:3]([OH:2])[CH:4]=1. (2) Given the reactants [CH3:1][O:2][CH2:3][CH2:4][CH2:5][N:6]1[C:11]2[CH:12]=[C:13]([CH2:16][O:17][C@H:18]3[CH2:23][N:22]([S:24]([C:27]4[CH:32]=[CH:31][C:30]([CH3:33])=[CH:29][CH:28]=4)(=[O:26])=[O:25])[C@H:21]([CH2:34][C:35]([CH3:40])([CH3:39])[C:36](O)=[O:37])[CH2:20][CH2:19]3)[CH:14]=[CH:15][C:10]=2[O:9][C:8]([CH3:42])([CH3:41])[CH2:7]1.[O:43]1[CH2:48][CH2:47][CH:46]([CH:49]([NH2:51])[CH3:50])[CH2:45][CH2:44]1, predict the reaction product. The product is: [CH3:1][O:2][CH2:3][CH2:4][CH2:5][N:6]1[C:15]2[CH:14]=[C:13]([CH2:16][O:17][C@H:18]3[CH2:23][N:22]([S:24]([C:27]4[CH:28]=[CH:29][C:30]([CH3:33])=[CH:31][CH:32]=4)(=[O:25])=[O:26])[C@H:21]([CH2:34][C:35]([CH3:40])([CH3:39])[C:36]([NH:51][C@@H:49]([CH:46]4[CH2:47][CH2:48][O:43][CH2:44][CH2:45]4)[CH3:50])=[O:37])[CH2:20][CH2:19]3)[CH:12]=[CH:11][C:10]=2[O:9][C:8]([CH3:41])([CH3:42])[CH2:7]1. (3) Given the reactants [Si:1]([O:8][CH2:9][CH2:10][CH2:11][N:12]1[C:20]2[CH:19]=[CH:18][CH:17]=[C:16]([CH:21]=O)[C:15]=2[CH:14]=[CH:13]1)([C:4]([CH3:7])([CH3:6])[CH3:5])([CH3:3])[CH3:2].O1CCCC1.[C-]#N.[Li+].[C:31](P(=O)(OCC)OCC)#[N:32].CC(O)(C)C.[I-].[Sm+2].[I-], predict the reaction product. The product is: [Si:1]([O:8][CH2:9][CH2:10][CH2:11][N:12]1[C:20]2[C:15](=[C:16]([CH2:21][C:31]#[N:32])[CH:17]=[CH:18][CH:19]=2)[CH:14]=[CH:13]1)([C:4]([CH3:7])([CH3:6])[CH3:5])([CH3:3])[CH3:2]. (4) Given the reactants [CH2:1]([O:5][C:6]1[N:14]=[C:13]2[C:9]([N:10]=[CH:11][NH:12]2)=[C:8]([NH2:15])[N:7]=1)[CH2:2][CH2:3][CH3:4].C([O-])([O-])=O.[K+].[K+].Br[CH2:23][C:24]1[CH:25]=[C:26]([CH:36]=[CH:37][CH:38]=1)[CH2:27][P:28](=[O:35])([O:32][CH2:33][CH3:34])[O:29][CH2:30][CH3:31], predict the reaction product. The product is: [NH2:15][C:8]1[N:7]=[C:6]([O:5][CH2:1][CH2:2][CH2:3][CH3:4])[N:14]=[C:13]2[C:9]=1[N:10]=[CH:11][N:12]2[CH2:23][C:24]1[CH:25]=[C:26]([CH2:27][P:28](=[O:35])([O:32][CH2:33][CH3:34])[O:29][CH2:30][CH3:31])[CH:36]=[CH:37][CH:38]=1.